This data is from Peptide-MHC class II binding affinity with 134,281 pairs from IEDB. The task is: Regression. Given a peptide amino acid sequence and an MHC pseudo amino acid sequence, predict their binding affinity value. This is MHC class II binding data. (1) The MHC is DRB1_1302 with pseudo-sequence DRB1_1302. The peptide sequence is APPPQLPRPPATPPP. The binding affinity (normalized) is 0. (2) The peptide sequence is IMLLAYYIAAVNIES. The MHC is DRB1_1302 with pseudo-sequence DRB1_1302. The binding affinity (normalized) is 0.384. (3) The peptide sequence is TNTFVLKKEVSETQH. The MHC is DRB1_0405 with pseudo-sequence DRB1_0405. The binding affinity (normalized) is 0.274. (4) The peptide sequence is CGYLMFLGGVKPTHI. The MHC is HLA-DQA10201-DQB10301 with pseudo-sequence HLA-DQA10201-DQB10301. The binding affinity (normalized) is 0.554. (5) The peptide sequence is ANMWSLMYFHKRDMR. The MHC is DRB3_0101 with pseudo-sequence DRB3_0101. The binding affinity (normalized) is 0.409. (6) The peptide sequence is YYAIHKASPVLAFPA. The MHC is DRB5_0101 with pseudo-sequence DRB5_0101. The binding affinity (normalized) is 0.738. (7) The peptide sequence is EKKYFAVTQFEPLAA. The MHC is HLA-DPA10103-DPB10601 with pseudo-sequence HLA-DPA10103-DPB10601. The binding affinity (normalized) is 0.980.